This data is from Forward reaction prediction with 1.9M reactions from USPTO patents (1976-2016). The task is: Predict the product of the given reaction. Given the reactants [CH3:1][O:2][C:3]1[CH:11]=[CH:10][C:6]([C:7]([OH:9])=[O:8])=[CH:5][CH:4]=1.CN(CCN(C)C)C.[Li]C(CC)C.[F:25][C:26]1[CH:35]=[CH:34][CH:33]=[CH:32][C:27]=1[C:28](OC)=[O:29], predict the reaction product. The product is: [F:25][C:26]1[CH:35]=[CH:34][CH:33]=[CH:32][C:27]=1[C:28]([C:10]1[CH:11]=[C:3]([O:2][CH3:1])[CH:4]=[CH:5][C:6]=1[C:7]([OH:9])=[O:8])=[O:29].